This data is from Catalyst prediction with 721,799 reactions and 888 catalyst types from USPTO. The task is: Predict which catalyst facilitates the given reaction. (1) Reactant: [Cl:1][C:2]1[CH:10]=[CH:9][C:8]([NH:11][C:12]([CH:14]2[CH2:16][CH2:15]2)=[O:13])=[C:7]2[C:3]=1[CH2:4][N:5]([C@@H:18]([C:23]1[CH:28]=[CH:27][C:26]([O:29][CH3:30])=[C:25]([O:31][CH2:32][CH3:33])[CH:24]=1)[CH2:19][C:20](O)=[O:21])[C:6]2=[O:17].C(N1C=CN=C1)(N1C=CN=C1)=O.Cl.[NH2:47][OH:48].O. Product: [Cl:1][C:2]1[CH:10]=[CH:9][C:8]([NH:11][C:12]([CH:14]2[CH2:15][CH2:16]2)=[O:13])=[C:7]2[C:3]=1[CH2:4][N:5]([C@@H:18]([C:23]1[CH:28]=[CH:27][C:26]([O:29][CH3:30])=[C:25]([O:31][CH2:32][CH3:33])[CH:24]=1)[CH2:19][C:20](=[O:21])[NH:47][OH:48])[C:6]2=[O:17]. The catalyst class is: 7. (2) Reactant: [N:1]1[CH:6]=[CH:5][CH:4]=[C:3]([C:7]2[CH:8]=[C:9]3[C:15]([C:16]4[N:21]=[C:20]([N:22]5[CH2:27][CH2:26][CH2:25][C@H:24]([NH:28][C:29](=[O:35])[O:30][C:31]([CH3:34])([CH3:33])[CH3:32])[CH2:23]5)[C:19]([CH:36]=[CH2:37])=[CH:18][CH:17]=4)=[N:14][N:13]([CH2:38][O:39][CH2:40][CH2:41][Si:42]([CH3:45])([CH3:44])[CH3:43])[C:10]3=[CH:11][N:12]=2)[CH:2]=1.[H][H]. Product: [CH2:36]([C:19]1[C:20]([N:22]2[CH2:27][CH2:26][CH2:25][C@H:24]([NH:28][C:29](=[O:35])[O:30][C:31]([CH3:34])([CH3:33])[CH3:32])[CH2:23]2)=[N:21][C:16]([C:15]2[C:9]3[C:10](=[CH:11][N:12]=[C:7]([C:3]4[CH:2]=[N:1][CH:6]=[CH:5][CH:4]=4)[CH:8]=3)[N:13]([CH2:38][O:39][CH2:40][CH2:41][Si:42]([CH3:45])([CH3:44])[CH3:43])[N:14]=2)=[CH:17][CH:18]=1)[CH3:37]. The catalyst class is: 261. (3) Reactant: O.O.O.O.[C:5]([O-:8])(=[O:7])[CH3:6].[Mg+2:9].[C:10]([O-:13])(=[O:12])[CH3:11]. Product: [C:5]([O-:8])(=[O:7])[CH3:6].[Mg+2:9].[C:10]([O-:13])(=[O:12])[CH3:11]. The catalyst class is: 32.